Dataset: Catalyst prediction with 721,799 reactions and 888 catalyst types from USPTO. Task: Predict which catalyst facilitates the given reaction. (1) Reactant: [H-].[Na+].[Cl:3][C:4]1[C:13]2[C:12](=[O:14])[O:11][C:10](=[O:15])[NH:9][C:8]=2[CH:7]=[CH:6][C:5]=1[F:16].[CH3:17]I. Product: [Cl:3][C:4]1[C:13]2[C:12](=[O:14])[O:11][C:10](=[O:15])[N:9]([CH3:17])[C:8]=2[CH:7]=[CH:6][C:5]=1[F:16]. The catalyst class is: 3. (2) Reactant: C([O:8][C:9]([C@:11]12[CH2:45][CH2:44][C@@H:43]([C:46]([CH3:48])=[CH2:47])[C@@H:12]1[C@@H:13]1[C@@:26]([CH3:29])([CH2:27][CH2:28]2)[C@@:25]2([CH3:30])[C@@H:16]([C@:17]3([CH3:42])[C@@H:22]([CH2:23][CH2:24]2)[C:21]([CH3:32])([CH3:31])[C:20]([C:33]2[CH:38]=[CH:37][C:36]([B:39]([OH:41])[OH:40])=[CH:35][CH:34]=2)=[CH:19][CH2:18]3)[CH2:15][CH2:14]1)=[O:10])C1C=CC=CC=1.N#N.B(Br)(Br)Br. Product: [B:39]([C:36]1[CH:37]=[CH:38][C:33]([C:20]2[C:21]([CH3:32])([CH3:31])[C@H:22]3[C@:17]([CH3:42])([CH2:18][CH:19]=2)[C@@H:16]2[C@:25]([CH3:30])([C@@:26]4([CH3:29])[C@H:13]([CH2:14][CH2:15]2)[C@H:12]2[C@H:43]([C:46]([CH3:48])=[CH2:47])[CH2:44][CH2:45][C@:11]2([C:9]([OH:10])=[O:8])[CH2:28][CH2:27]4)[CH2:24][CH2:23]3)=[CH:34][CH:35]=1)([OH:41])[OH:40]. The catalyst class is: 2.